From a dataset of Forward reaction prediction with 1.9M reactions from USPTO patents (1976-2016). Predict the product of the given reaction. (1) Given the reactants [C:1]([C:3]1[C:12]2[C:7](=[CH:8][CH:9]=[CH:10][CH:11]=2)[C:6](F)=[CH:5][CH:4]=1)#[N:2].[CH3:14][O:15][C:16]1[CH:17]=[C:18]2[C:23](=[CH:24][CH:25]=1)[CH2:22][NH:21][CH2:20][CH2:19]2, predict the reaction product. The product is: [CH3:14][O:15][C:16]1[CH:17]=[C:18]2[C:23](=[CH:24][CH:25]=1)[CH2:22][N:21]([C:6]1[C:7]3[C:12](=[CH:11][CH:10]=[CH:9][CH:8]=3)[C:3]([C:1]#[N:2])=[CH:4][CH:5]=1)[CH2:20][CH2:19]2. (2) Given the reactants [S:1]1[CH:5]=[CH:4][C:3]2[C:6]([N:10]3[CH2:15][CH2:14][N:13]([CH2:16][CH2:17][CH2:18][CH2:19][O:20][C:21]4[CH:30]=[C:29]5[C:24]([CH:25]=[CH:26][C:27](=[O:31])[NH:28]5)=[CH:23][CH:22]=4)[CH2:12][CH2:11]3)=[CH:7][CH:8]=[CH:9][C:2]1=2.C(O)C.[ClH:35], predict the reaction product. The product is: [ClH:35].[S:1]1[CH:5]=[CH:4][C:3]2[C:6]([N:10]3[CH2:11][CH2:12][N:13]([CH2:16][CH2:17][CH2:18][CH2:19][O:20][C:21]4[CH:30]=[C:29]5[C:24]([CH:25]=[CH:26][C:27](=[O:31])[NH:28]5)=[CH:23][CH:22]=4)[CH2:14][CH2:15]3)=[CH:7][CH:8]=[CH:9][C:2]1=2. (3) Given the reactants [O:1]1[C:5]2([CH2:10][CH2:9][CH:8]([C:11]([O:13][CH3:14])=[O:12])[CH2:7][CH2:6]2)[O:4][CH2:3][CH2:2]1.CI.[CH:17]([N-]C(C)C)(C)C.[Li+], predict the reaction product. The product is: [CH3:17][C:8]1([C:11]([O:13][CH3:14])=[O:12])[CH2:9][CH2:10][C:5]2([O:4][CH2:3][CH2:2][O:1]2)[CH2:6][CH2:7]1. (4) Given the reactants [CH2:1]([O:3][C:4](=[O:28])[CH:5]([C:13]1[CH:18]=[C:17]([Br:19])[CH:16]=[C:15]([O:20][CH2:21][C:22]2[CH:27]=[CH:26][CH:25]=[CH:24][CH:23]=2)[CH:14]=1)C(OC(C)(C)C)=O)[CH3:2], predict the reaction product. The product is: [CH2:1]([O:3][C:4](=[O:28])[CH2:5][C:13]1[CH:18]=[C:17]([Br:19])[CH:16]=[C:15]([O:20][CH2:21][C:22]2[CH:23]=[CH:24][CH:25]=[CH:26][CH:27]=2)[CH:14]=1)[CH3:2]. (5) Given the reactants [CH2:1]([N:3]([C:11]1[S:12][C@H:13]2[O:19][C@@H:18]3[CH2:20][O:21]C(C4C=CC=CC=4)[O:23][C@H:17]3[C@H:16]([O:30][CH3:31])[C@H:14]2[N:15]=1)C(=O)OC(C)(C)C)[CH3:2].FC(F)(F)C(O)=O.CCOC(C)=O.CO, predict the reaction product. The product is: [CH2:1]([NH:3][C:11]1[S:12][CH:13]2[O:19][CH:18]([CH2:20][OH:21])[CH:17]([OH:23])[CH:16]([O:30][CH3:31])[CH:14]2[N:15]=1)[CH3:2].